Dataset: Retrosynthesis with 50K atom-mapped reactions and 10 reaction types from USPTO. Task: Predict the reactants needed to synthesize the given product. (1) Given the product Cc1c(-c2cnc(C(N)=O)c3[nH]c4cc(OCC(C)O)ccc4c23)cccc1-n1cnc2ccccc2c1=O, predict the reactants needed to synthesize it. The reactants are: C[Mg+].Cc1c(-c2cnc(C(N)=O)c3[nH]c4cc(OCC=O)ccc4c23)cccc1-n1cnc2ccccc2c1=O. (2) Given the product OCCc1ccc(OCc2ccc3ccccc3n2)cc1, predict the reactants needed to synthesize it. The reactants are: ClCc1ccc2ccccc2n1.OCCc1ccc(O)cc1. (3) Given the product O=C(O)C(F)(F)F, predict the reactants needed to synthesize it. The reactants are: CNC[C@H](CC1CCCCC1)NC(=O)c1cccc(C(=CCCCOC)c2ccccc2)c1. (4) Given the product COC(=O)c1ncccc1-c1ccc(OC)nc1, predict the reactants needed to synthesize it. The reactants are: COC(=O)c1ncccc1Br.COc1ccc(B(O)O)cn1. (5) Given the product C[C@H](Oc1ccc(C(F)(F)F)cc1-c1ccc(S(=O)(=O)N(C)C)cc1Cl)C(=O)O, predict the reactants needed to synthesize it. The reactants are: CN(C)S(=O)(=O)c1ccc(I)c(Cl)c1.C[C@H](Oc1ccc(C(F)(F)F)cc1B(O)O)C(=O)O. (6) Given the product O=C(CCl)Nc1ccc2cc(-c3ccccc3)[nH]c(=O)c2c1, predict the reactants needed to synthesize it. The reactants are: Nc1ccc2cc(-c3ccccc3)[nH]c(=O)c2c1.O=C(Cl)CCl.